Dataset: Full USPTO retrosynthesis dataset with 1.9M reactions from patents (1976-2016). Task: Predict the reactants needed to synthesize the given product. Given the product [C:9]1([C:48]2[C:57]3[C:52](=[CH:53][CH:54]=[CH:55][CH:56]=3)[CH:51]=[N:50][C:49]=2[CH:58]([N:60]2[C:61](=[O:70])[C:62]3[C:67](=[CH:66][CH:65]=[CH:64][CH:63]=3)[C:68]2=[O:69])[CH3:59])[CH:14]=[CH:13][CH:12]=[CH:11][CH:10]=1, predict the reactants needed to synthesize it. The reactants are: P([O-])([O-])([O-])=O.[K+].[K+].[K+].[C:9]1(B(O)O)[CH:14]=[CH:13][CH:12]=[CH:11][CH:10]=1.C1(P(C2CCCCC2)C2(OC)CC=CC(OC)=C2C2C=CC=CC=2)CCCCC1.Br[C:48]1[C:57]2[C:52](=[CH:53][CH:54]=[CH:55][CH:56]=2)[CH:51]=[N:50][C:49]=1[CH:58]([N:60]1[C:68](=[O:69])[C:67]2[C:62](=[CH:63][CH:64]=[CH:65][CH:66]=2)[C:61]1=[O:70])[CH3:59].